Task: Predict the reaction yield, written as a fraction of the theoretical maximum amount of product (1.0 means a 100% yield; for example, 0.34 means a 34% yield).. Dataset: Reaction yield outcomes from USPTO patents with 853,638 reactions (1) The reactants are [N+:1]([C:4]1[CH:21]=[CH:20][C:7]([O:8][CH:9]2[CH2:14][CH2:13][CH:12]([C:15]([O:17][CH2:18][CH3:19])=[O:16])[CH2:11][CH2:10]2)=[CH:6][CH:5]=1)([O-])=O. The catalyst is CCO.[Pd]. The product is [NH2:1][C:4]1[CH:5]=[CH:6][C:7]([O:8][C@@H:9]2[CH2:14][CH2:13][C@H:12]([C:15]([O:17][CH2:18][CH3:19])=[O:16])[CH2:11][CH2:10]2)=[CH:20][CH:21]=1. The yield is 1.00. (2) The reactants are C1(P(C2CCCCC2)C2C=CC=CC=2C2C(OC)=CC=CC=2OC)CCCCC1.Cl[C:31]1[CH:40]=[CH:39][C:38]([C:41]2[CH:42]=[CH:43][C:44]3[O:48][C:47]([C:49]4[CH:54]=[CH:53][C:52]([F:55])=[CH:51][CH:50]=4)=[C:46]([C:56](=[O:59])[NH:57][CH3:58])[C:45]=3[CH:60]=2)=[CH:37][C:32]=1[C:33]([O:35][CH3:36])=[O:34].P([O-])([O-])([O-])=O.[K+].[K+].[K+].[Cl:69][C:70]1[CH:75]=[CH:74][CH:73]=[CH:72][C:71]=1B(O)O. The catalyst is C(#N)C.C([O-])(=O)C.[Pd+2].C([O-])(=O)C.O.O1CCOCC1. The product is [Cl:69][C:70]1[CH:75]=[CH:74][CH:73]=[CH:72][C:71]=1[C:31]1[C:32]([C:33]([O:35][CH3:36])=[O:34])=[CH:37][C:38]([C:41]2[CH:42]=[CH:43][C:44]3[O:48][C:47]([C:49]4[CH:50]=[CH:51][C:52]([F:55])=[CH:53][CH:54]=4)=[C:46]([C:56](=[O:59])[NH:57][CH3:58])[C:45]=3[CH:60]=2)=[CH:39][CH:40]=1. The yield is 0.800.